Task: Predict the reactants needed to synthesize the given product.. Dataset: Full USPTO retrosynthesis dataset with 1.9M reactions from patents (1976-2016) (1) Given the product [F:3][C:4]1[C:12]([C:13]2[C:21]3[C:20]([NH2:22])=[N:19][CH:18]=[N:17][C:16]=3[N:15]([CH3:23])[CH:14]=2)=[CH:11][CH:10]=[C:9]2[C:5]=1[CH2:6][CH2:7][N:8]2[C:72](=[O:73])[CH2:71][C:69]1[CH:68]=[CH:67][CH:66]=[C:65]([CH3:64])[N:70]=1, predict the reactants needed to synthesize it. The reactants are: Cl.Cl.[F:3][C:4]1[C:12]([C:13]2[C:21]3[C:20]([NH2:22])=[N:19][CH:18]=[N:17][C:16]=3[N:15]([CH3:23])[CH:14]=2)=[CH:11][CH:10]=[C:9]2[C:5]=1[CH2:6][CH2:7][NH:8]2.CN(C(ON1N=NC2C=CC=NC1=2)=[N+](C)C)C.F[P-](F)(F)(F)(F)F.CCN(C(C)C)C(C)C.OC(C(F)(F)F)=O.[CH3:64][C:65]1[N:70]=[C:69]([CH2:71][C:72](O)=[O:73])[CH:68]=[CH:67][CH:66]=1. (2) Given the product [Cl:26][C:16]1[CH:15]=[C:13]([N:14]=[C:6]=[S:7])[CH:12]=[C:11]([Cl:10])[C:17]=1[C:18]1[CH:23]=[CH:22][C:21]([O:24][CH3:25])=[N:20][CH:19]=1, predict the reactants needed to synthesize it. The reactants are: C(=O)([O-])[O-].[Ca+2].[C:6](Cl)(Cl)=[S:7].[Cl:10][C:11]1[CH:12]=[C:13]([CH:15]=[C:16]([Cl:26])[C:17]=1[C:18]1[CH:19]=[N:20][C:21]([O:24][CH3:25])=[CH:22][CH:23]=1)[NH2:14].Cl. (3) Given the product [F:41][C:42]1[CH:43]=[CH:44][C:45]([O:46][C:47]2[N:52]=[CH:51][C:50]([O:34][C@@H:35]3[CH2:39][CH2:38][NH:37][C:36]3=[O:40])=[CH:49][CH:48]=2)=[CH:54][CH:55]=1, predict the reactants needed to synthesize it. The reactants are: C1(P(C2C=CC=CC=2)C2C=CC=CC=2)C=CC=CC=1.CC(OC(/N=N/C(OC(C)C)=O)=O)C.[OH:34][C@H:35]1[CH2:39][CH2:38][NH:37][C:36]1=[O:40].[F:41][C:42]1[CH:55]=[CH:54][C:45]([O:46][C:47]2[N:52]=[CH:51][C:50](O)=[CH:49][CH:48]=2)=[CH:44][CH:43]=1. (4) Given the product [NH2:1][C:4]1[CH:5]=[C:6]([CH:10]=[CH:11][C:12]=1[F:13])[C:7]([OH:9])=[O:8], predict the reactants needed to synthesize it. The reactants are: [N+:1]([C:4]1[CH:5]=[C:6]([CH:10]=[CH:11][C:12]=1[F:13])[C:7]([OH:9])=[O:8])([O-])=O. (5) Given the product [NH2:1][C:4]1[CH:5]=[CH:6][C:7]2[N:13]([CH3:14])[C:12](=[O:15])[O:11][CH2:10][CH2:9][C:8]=2[CH:16]=1, predict the reactants needed to synthesize it. The reactants are: [N+:1]([C:4]1[CH:5]=[CH:6][C:7]2[N:13]([CH3:14])[C:12](=[O:15])[O:11][CH2:10][CH2:9][C:8]=2[CH:16]=1)([O-])=O.